From a dataset of Forward reaction prediction with 1.9M reactions from USPTO patents (1976-2016). Predict the product of the given reaction. (1) Given the reactants Cl.Br[C:3]1[CH:8]=[CH:7][N:6]=[CH:5][CH:4]=1.C([O-])([O-])=O.[Na+].[Na+].C([Mg]Cl)(C)C.CON(C)[C:23](=[O:33])[CH2:24][NH:25][C:26](=[O:32])[O:27][C:28]([CH3:31])([CH3:30])[CH3:29], predict the reaction product. The product is: [O:33]=[C:23]([C:3]1[CH:8]=[CH:7][N:6]=[CH:5][CH:4]=1)[CH2:24][NH:25][C:26](=[O:32])[O:27][C:28]([CH3:30])([CH3:29])[CH3:31]. (2) Given the reactants C([Mg]Cl)CCC.C([Li])CCC.Br[C:13]1[CH:18]=[CH:17][CH:16]=[C:15]([Br:19])[CH:14]=1.CN(C)[CH:22]=[O:23], predict the reaction product. The product is: [Br:19][C:15]1[CH:14]=[C:13]([CH:18]=[CH:17][CH:16]=1)[CH:22]=[O:23]. (3) Given the reactants [Cl:1][C:2]1[N:7]=[C:6]2[CH:8]=[C:9]([CH2:20][N:21]3[C:25]4=[CH:26][N:27]=[CH:28][CH:29]=[C:24]4[C:23]4([CH2:31][CH2:30]4)[C:22]3=[O:32])[N:10](S(C3C=CC=CC=3)(=O)=O)[C:5]2=[CH:4][CH:3]=1.[F-].C([N+](CCCC)(CCCC)CCCC)CCC, predict the reaction product. The product is: [Cl:1][C:2]1[N:7]=[C:6]2[CH:8]=[C:9]([CH2:20][N:21]3[C:25]4=[CH:26][N:27]=[CH:28][CH:29]=[C:24]4[C:23]4([CH2:31][CH2:30]4)[C:22]3=[O:32])[NH:10][C:5]2=[CH:4][CH:3]=1. (4) Given the reactants [Cl:1][C:2]1[CH:3]=[C:4]([N:12]2[CH2:17][CH2:16][N:15]([CH2:18][CH2:19][CH2:20][C:21]([N:23]3[CH2:30][CH2:29][C:26]4([CH2:28][CH2:27]4)[C@H:25]([OH:31])[CH2:24]3)=[O:22])[C:14](=[O:32])[C@@H:13]2[CH3:33])[CH:5]=[CH:6][C:7]=1[C:8]([F:11])([F:10])[F:9].CCO, predict the reaction product. The product is: [Cl:1][C:2]1[CH:3]=[C:4]([N:12]2[CH2:17][CH2:16][N:15]([CH2:18][CH2:19][CH2:20][C:21]([N:23]3[CH2:30][CH2:29][C:26]4([CH2:27][CH2:28]4)[C@H:25]([OH:31])[CH2:24]3)=[O:22])[C:14](=[O:32])[C@H:13]2[CH3:33])[CH:5]=[CH:6][C:7]=1[C:8]([F:11])([F:9])[F:10]. (5) Given the reactants C(O[C:4]([C:6]1[S:7][C:8]([Br:11])=[CH:9][CH:10]=1)=[NH:5])C.[CH3:12][NH:13][NH2:14], predict the reaction product. The product is: [CH3:12][NH:13][NH:14][C:4]([C:6]1[S:7][C:8]([Br:11])=[CH:9][CH:10]=1)=[NH:5].